From a dataset of Forward reaction prediction with 1.9M reactions from USPTO patents (1976-2016). Predict the product of the given reaction. (1) Given the reactants C(=O)(O)[O-].[Na+].Cl.Cl.[CH3:8][C@@H:9]1[CH2:14][NH:13][CH2:12][CH2:11][N:10]1[C:15]1[N:20]=[CH:19][C:18]([OH:21])=[CH:17][N:16]=1.[N:22]#[C:23]Br, predict the reaction product. The product is: [OH:21][C:18]1[CH:19]=[N:20][C:15]([N:10]2[CH2:11][CH2:12][N:13]([C:23]#[N:22])[CH2:14][C@H:9]2[CH3:8])=[N:16][CH:17]=1. (2) Given the reactants [Br:1][C:2]1[CH:20]=[CH:19][C:5]([C:6]([NH:8][NH:9][C:10](=[O:18])[C:11]2[CH:16]=[CH:15][C:14]([Br:17])=[CH:13][CH:12]=2)=O)=[CH:4][CH:3]=1.O=P(Cl)(Cl)Cl.O, predict the reaction product. The product is: [Br:1][C:2]1[CH:20]=[CH:19][C:5]([C:6]2[O:18][C:10]([C:11]3[CH:16]=[CH:15][C:14]([Br:17])=[CH:13][CH:12]=3)=[N:9][N:8]=2)=[CH:4][CH:3]=1. (3) Given the reactants [CH2:1]([O:3][CH2:4][CH2:5][O:6][C:7]1[N:15]=[C:14]2[C:10]([N:11]=[C:12]([O:23]C)[N:13]2[CH2:16][CH:17]2[CH2:22][CH2:21][CH2:20][O:19][CH2:18]2)=[C:9]([NH2:25])[N:8]=1)[CH3:2].Cl.[OH-].[Na+], predict the reaction product. The product is: [NH2:25][C:9]1[N:8]=[C:7]([O:6][CH2:5][CH2:4][O:3][CH2:1][CH3:2])[N:15]=[C:14]2[C:10]=1[NH:11][C:12](=[O:23])[N:13]2[CH2:16][CH:17]1[CH2:22][CH2:21][CH2:20][O:19][CH2:18]1. (4) The product is: [NH2:46][C:47]1[N:48]=[CH:49][C:50]([C:2]2[CH:3]=[CH:4][C:5]([Cl:19])=[C:6]([S:8]([NH:11][CH:12]3[CH2:17][CH2:16][CH:15]([OH:18])[CH2:14][CH2:13]3)(=[O:10])=[O:9])[CH:7]=2)=[N:51][CH:52]=1. Given the reactants Br[C:2]1[CH:3]=[CH:4][C:5]([Cl:19])=[C:6]([S:8]([NH:11][CH:12]2[CH2:17][CH2:16][CH:15]([OH:18])[CH2:14][CH2:13]2)(=[O:10])=[O:9])[CH:7]=1.B1(B2OC(C)(C)C(C)(C)O2)OC(C)(C)C(C)(C)O1.C(Cl)Cl.C([O-])(=O)C.[K+].[NH2:46][C:47]1[CH:52]=[N:51][C:50](Br)=[CH:49][N:48]=1.C([O-])([O-])=O.[Na+].[Na+], predict the reaction product.